From a dataset of Catalyst prediction with 721,799 reactions and 888 catalyst types from USPTO. Predict which catalyst facilitates the given reaction. (1) Reactant: C(O[BH-](OC(=O)C)OC(=O)C)(=O)C.[Na+].[N:15]1[CH:16]=[CH:17][N:18]2[CH:23]=[CH:22][C:21]([CH:24]=[O:25])=[N:20][C:19]=12. Product: [N:15]1[CH:16]=[CH:17][N:18]2[CH:23]=[CH:22][C:21]([CH2:24][OH:25])=[N:20][C:19]=12. The catalyst class is: 5. (2) Reactant: [H-].C([Al+]CC(C)C)C(C)C.C([O:13][C:14]([C:16]1[S:17][C:18]([C:22]2[CH2:26][C:25]([C:31]3[CH:36]=[C:35]([Cl:37])[CH:34]=[C:33]([Cl:38])[CH:32]=3)([C:27]([F:30])([F:29])[F:28])[O:24][N:23]=2)=[CH:19][C:20]=1[CH3:21])=O)C. Product: [Cl:38][C:33]1[CH:32]=[C:31]([C:25]2([C:27]([F:28])([F:30])[F:29])[O:24][N:23]=[C:22]([C:18]3[S:17][C:16]([CH2:14][OH:13])=[C:20]([CH3:21])[CH:19]=3)[CH2:26]2)[CH:36]=[C:35]([Cl:37])[CH:34]=1. The catalyst class is: 27. (3) Reactant: C1(S([N:10]2[C:18]3[C:13](=[CH:14][C:15]([C:19]4[N:20]=[C:21]([C:25]5[CH:26]=[N:27][CH:28]=[CH:29][CH:30]=5)[S:22][C:23]=4[CH3:24])=[CH:16][CH:17]=3)[CH:12]=[C:11]2[C:31]2[C:36]([F:37])=[CH:35][CH:34]=[CH:33][C:32]=2[F:38])(=O)=O)C=CC=CC=1.C([O-])([O-])=O.[Cs+].[Cs+]. Product: [F:38][C:32]1[CH:33]=[CH:34][CH:35]=[C:36]([F:37])[C:31]=1[C:11]1[NH:10][C:18]2[C:13]([CH:12]=1)=[CH:14][C:15]([C:19]1[N:20]=[C:21]([C:25]3[CH:26]=[N:27][CH:28]=[CH:29][CH:30]=3)[S:22][C:23]=1[CH3:24])=[CH:16][CH:17]=2. The catalyst class is: 87.